From a dataset of Reaction yield outcomes from USPTO patents with 853,638 reactions. Predict the reaction yield, written as a fraction of the theoretical maximum amount of product (1.0 means a 100% yield; for example, 0.34 means a 34% yield). (1) The reactants are [CH3:1][C:2]([S:5](/[N:7]=[CH:8]/[C:9]1[CH:14]=[CH:13][C:12]([O:15][CH2:16][C:17]([F:20])([F:19])[F:18])=[CH:11][N:10]=1)=O)([CH3:4])[CH3:3].[CH:21]([Mg]Br)=[CH2:22]. The catalyst is O1CCCC1. The product is [C:2]([S:5][NH:7][C@@H:8]([C:9]1[CH:14]=[CH:13][C:12]([O:15][CH2:16][C:17]([F:20])([F:19])[F:18])=[CH:11][N:10]=1)[CH:21]=[CH2:22])([CH3:4])([CH3:3])[CH3:1]. The yield is 0.735. (2) The catalyst is CO.[Pd].C1(P(C2C=CC=CC=2)C2C=CC=CC=2)C=CC=CC=1.C1(P(C2C=CC=CC=2)C2C=CC=CC=2)C=CC=CC=1.C1(P(C2C=CC=CC=2)C2C=CC=CC=2)C=CC=CC=1.C1(P(C2C=CC=CC=2)C2C=CC=CC=2)C=CC=CC=1. The reactants are C([O:4][C:5]1[CH:10]=[C:9]([O:11]CC=C)[C:8]([CH2:15][C:16]#[C:17][CH3:18])=[CH:7][C:6]=1[C:19]1[N:20]([C:25]2[CH:30]=[CH:29][C:28]([CH2:31][N:32]3[CH2:37][CH2:36][O:35][CH2:34][CH2:33]3)=[CH:27][CH:26]=2)[C:21](=[O:24])[NH:22][N:23]=1)C=C.C(=O)([O-])[O-].[K+].[K+].O.Cl. The yield is 0.104. The product is [CH2:15]([C:8]1[C:9]([OH:11])=[CH:10][C:5]([OH:4])=[C:6]([C:19]2[N:20]([C:25]3[CH:26]=[CH:27][C:28]([CH2:31][N:32]4[CH2:37][CH2:36][O:35][CH2:34][CH2:33]4)=[CH:29][CH:30]=3)[C:21](=[O:24])[NH:22][N:23]=2)[CH:7]=1)[C:16]#[C:17][CH3:18]. (3) The reactants are [NH2:1][CH:2]1[CH2:7][CH2:6][CH2:5][CH:4]([C:8]([OH:10])=[O:9])[CH2:3]1.[OH-].[Na+].[CH3:13][C:14]([O:17][C:18](O[C:18]([O:17][C:14]([CH3:16])([CH3:15])[CH3:13])=[O:19])=[O:19])([CH3:16])[CH3:15]. The catalyst is O1CCOCC1. The product is [CH3:13][C:14]([O:17][C:18]([NH:1][CH:2]1[CH2:7][CH2:6][CH2:5][CH:4]([C:8]([OH:10])=[O:9])[CH2:3]1)=[O:19])([CH3:16])[CH3:15]. The yield is 1.00.